From a dataset of Retrosynthesis with 50K atom-mapped reactions and 10 reaction types from USPTO. Predict the reactants needed to synthesize the given product. (1) The reactants are: CNC.COC(=O)c1[nH]c(=O)c(O)c2c1CCN(Cc1ccc(F)cc1)C2=O. Given the product CN(C)C(=O)c1[nH]c(=O)c(O)c2c1CCN(Cc1ccc(F)cc1)C2=O, predict the reactants needed to synthesize it. (2) The reactants are: COC(=O)c1nccnc1N.O=S(=O)(Cl)Cc1cc(C(F)(F)F)ccc1Cl. Given the product COC(=O)c1nccnc1NS(=O)(=O)Cc1cc(C(F)(F)F)ccc1Cl, predict the reactants needed to synthesize it. (3) Given the product COC(=O)c1cc(C)nc(OCCCCOc2cccc(C[C@H](NC(=O)OC(C)(C)C)[C@H](O)CNC3(c4cc(C(C)(C)C)ccn4)CC3)c2)c1, predict the reactants needed to synthesize it. The reactants are: CC(C)(C)OC(=O)N[C@@H](Cc1cccc(O)c1)[C@H](O)CNC1(c2cc(C(C)(C)C)ccn2)CC1.COC(=O)c1cc(C)nc(OCCCCOS(C)(=O)=O)c1. (4) The reactants are: CCCC(=O)Cl.COC(=O)c1cc(N)cc(-c2ccccc2Br)c1. Given the product CCCC(=O)Nc1cc(C(=O)OC)cc(-c2ccccc2Br)c1, predict the reactants needed to synthesize it. (5) The reactants are: COC(=O)c1cc(F)ccc1NS(=O)(=O)c1ccc(C)cc1.N#CCCCCl. Given the product COC(=O)c1cc(F)ccc1N(CCCC#N)S(=O)(=O)c1ccc(C)cc1, predict the reactants needed to synthesize it. (6) The reactants are: CCOC(=O)c1cnn(-c2ccc(S(=O)(=O)N3CCC(CNC[C@H](O)c4ccc(O)c(NS(C)(=O)=O)c4)CC3)cc2)c1. Given the product CS(=O)(=O)Nc1cc([C@@H](O)CNCC2CCN(S(=O)(=O)c3ccc(-n4cc(C(=O)O)cn4)cc3)CC2)ccc1O, predict the reactants needed to synthesize it. (7) Given the product COC(=O)c1ccc2c(/C=C3\Oc4c(ccc(O)c4CN4CCNCC4)C3=O)c[nH]c2c1, predict the reactants needed to synthesize it. The reactants are: COC(=O)c1ccc2c(/C=C3\Oc4c(ccc(O)c4CN4CCN(C(=O)OC(C)(C)C)CC4)C3=O)c[nH]c2c1. (8) Given the product CS(=O)(=O)OC1CN(c2nc(C(=O)N3CCOCC3)cs2)C1, predict the reactants needed to synthesize it. The reactants are: CS(=O)(=O)Cl.O=C(c1csc(N2CC(O)C2)n1)N1CCOCC1. (9) Given the product Cc1cccc(C2CCN(C(=O)c3cnc4c(C(=O)NS(C)(=O)=O)cnn4c3NCc3ccccc3)CC2)c1, predict the reactants needed to synthesize it. The reactants are: CS(N)(=O)=O.Cc1cccc(C2CCN(C(=O)c3cnc4c(C(=O)O)cnn4c3NCc3ccccc3)CC2)c1. (10) Given the product O=C(C(c1ccccc1)c1ccccc1)N1CC[C@H](N(Cc2ccnc3ccccc23)C(=O)C(F)(F)F)C[C@H]1Cc1ccccc1, predict the reactants needed to synthesize it. The reactants are: O=C(N(Cc1ccnc2ccccc12)[C@H]1CCN[C@H](Cc2ccccc2)C1)C(F)(F)F.O=C(O)C(c1ccccc1)c1ccccc1.